This data is from Forward reaction prediction with 1.9M reactions from USPTO patents (1976-2016). The task is: Predict the product of the given reaction. (1) Given the reactants [Cl:1][C:2]1[CH:7]=[C:6]([CH2:8]Cl)[CH:5]=[CH:4][N:3]=1.[CH3:10][C:11]1[NH:15][N:14]=[C:13]([C:16]2[O:20][N:19]=[C:18]([C:21]3[CH:26]=[CH:25][C:24]([CH:27]4[CH2:32][CH2:31][O:30][CH2:29][CH2:28]4)=[C:23]([CH3:33])[CH:22]=3)[N:17]=2)[CH:12]=1, predict the reaction product. The product is: [Cl:1][C:2]1[CH:7]=[C:6]([CH2:8][N:15]2[C:11]([CH3:10])=[CH:12][C:13]([C:16]3[O:20][N:19]=[C:18]([C:21]4[CH:26]=[CH:25][C:24]([CH:27]5[CH2:32][CH2:31][O:30][CH2:29][CH2:28]5)=[C:23]([CH3:33])[CH:22]=4)[N:17]=3)=[N:14]2)[CH:5]=[CH:4][N:3]=1. (2) Given the reactants [CH3:1][O:2][C:3]1[CH:10]=[C:9]([O:11][CH:12]2[CH2:17][CH2:16][CH2:15][CH2:14][O:13]2)[CH:8]=[C:7]([CH3:18])[C:4]=1[CH:5]=O.[NH:19]1[CH2:24][CH2:23][CH2:22][CH2:21][CH2:20]1.C(O[BH-](OC(=O)C)OC(=O)C)(=O)C.[Na+], predict the reaction product. The product is: [CH3:1][O:2][C:3]1[CH:10]=[C:9]([O:11][CH:12]2[CH2:17][CH2:16][CH2:15][CH2:14][O:13]2)[CH:8]=[C:7]([CH3:18])[C:4]=1[CH2:5][N:19]1[CH2:24][CH2:23][CH2:22][CH2:21][CH2:20]1.